From a dataset of Full USPTO retrosynthesis dataset with 1.9M reactions from patents (1976-2016). Predict the reactants needed to synthesize the given product. Given the product [NH2:30][C:21]([CH3:29])([CH2:22][C:23]1[CH:28]=[CH:27][CH:26]=[CH:25][CH:24]=1)[CH2:20][O:19][CH2:18][C:12]1[CH:11]=[C:10]([N:6]([CH2:7][CH2:8][CH3:9])[S:3]([CH3:2])(=[O:5])=[O:4])[CH:15]=[C:14]([CH2:16][Br:32])[CH:13]=1, predict the reactants needed to synthesize it. The reactants are: C[CH2:2][S:3]([N:6]([C:10]1[CH:15]=[C:14]([CH2:16]O)[CH:13]=[C:12]([CH2:18][O:19][CH2:20][C:21]([NH2:30])([CH3:29])[CH2:22][C:23]2[CH:28]=[CH:27][CH:26]=[CH:25][CH:24]=2)[CH:11]=1)[CH2:7][CH2:8][CH3:9])(=[O:5])=[O:4].C(Br)(Br)(Br)[Br:32].C1(P(C2C=CC=CC=2)C2C=CC=CC=2)C=CC=CC=1.